Dataset: Forward reaction prediction with 1.9M reactions from USPTO patents (1976-2016). Task: Predict the product of the given reaction. (1) Given the reactants Cl[CH2:2][CH2:3][NH:4][C:5]([NH:7][C@@H:8]1[CH2:12][CH2:11][O:10][CH2:9]1)=[O:6].[H-].[Na+], predict the reaction product. The product is: [O:10]1[CH2:11][CH2:12][C@@H:8]([N:7]2[CH2:2][CH2:3][NH:4][C:5]2=[O:6])[CH2:9]1. (2) Given the reactants [CH3:1][O:2][C:3]1[CH:4]=[C:5]([OH:11])[CH:6]=[C:7]([O:9][CH3:10])[CH:8]=1.N1C=CN=C1.[C:17]([Si:21](Cl)([C:28]1[CH:33]=[CH:32][CH:31]=[CH:30][CH:29]=1)[C:22]1[CH:27]=[CH:26][CH:25]=[CH:24][CH:23]=1)([CH3:20])([CH3:19])[CH3:18].O, predict the reaction product. The product is: [O:11]([C:5]1[CH:6]=[C:7]([O:9][CH3:10])[CH:8]=[C:3]([O:2][CH3:1])[CH:4]=1)[Si:21]([C:17]([CH3:20])([CH3:19])[CH3:18])([C:28]1[CH:29]=[CH:30][CH:31]=[CH:32][CH:33]=1)[C:22]1[CH:27]=[CH:26][CH:25]=[CH:24][CH:23]=1. (3) Given the reactants [OH:1][NH:2][C:3](=[NH:12])[CH2:4][C:5]1[CH:10]=[CH:9][CH:8]=[C:7](I)[CH:6]=1.[I:13]C1C=CC(CC#N)=CC=1, predict the reaction product. The product is: [OH:1][NH:2][C:3](=[NH:12])[CH2:4][C:5]1[CH:10]=[CH:9][C:8]([I:13])=[CH:7][CH:6]=1. (4) Given the reactants C1C=CC(P(C2C=CC=CC=2)C2C=CC=CC=2)=CC=1.BrBr.C(N(CC)CC)C.[F:29][C:30]1[CH:58]=[C:57]([S:59]([CH3:62])(=[O:61])=[O:60])[C:56]([F:63])=[CH:55][C:31]=1[O:32][C@H:33]1[CH2:37][CH2:36][N:35]([CH:38]2[CH2:43][CH2:42][N:41]([C:44](=[O:53])[CH2:45][NH:46][C:47](=O)[C:48]([F:51])([F:50])[F:49])[CH2:40][CH2:39]2)[C:34]1=[O:54], predict the reaction product. The product is: [F:29][C:30]1[CH:58]=[C:57]([S:59]([CH3:62])(=[O:60])=[O:61])[C:56]([F:63])=[CH:55][C:31]=1[O:32][C@H:33]1[CH2:37][CH2:36][N:35]([CH:38]2[CH2:39][CH2:40][N:41]([C:44]3[O:53][C:47]([C:48]([F:51])([F:50])[F:49])=[N:46][CH:45]=3)[CH2:42][CH2:43]2)[C:34]1=[O:54].